From a dataset of Forward reaction prediction with 1.9M reactions from USPTO patents (1976-2016). Predict the product of the given reaction. (1) Given the reactants ClC(Cl)(O[C:5](=[O:11])[O:6][C:7](Cl)(Cl)Cl)Cl.[CH:13]1(O)[CH2:18][CH2:17]C[CH2:15][CH2:14]1.[Cl-].[Cl-].[NH2+:22]1[CH2:27][CH2:26][CH:25]([C:28]2[O:32][N:31]=[C:30]([C:33]3[CH:42]=[CH:41][C:40]4[C:35](=[CH:36][CH:37]=[CH:38][CH:39]=4)[NH+:34]=3)[N:29]=2)[CH2:24][CH2:23]1, predict the reaction product. The product is: [N:34]1[C:35]2[C:40](=[CH:39][CH:38]=[CH:37][CH:36]=2)[CH:41]=[CH:42][C:33]=1[C:30]1[N:29]=[C:28]([CH:25]2[CH2:26][CH2:27][N:22]([C:5]([O:6][CH:7]3[CH2:17][CH2:18][CH2:13][CH2:14][CH2:15]3)=[O:11])[CH2:23][CH2:24]2)[O:32][N:31]=1. (2) Given the reactants [F:1][C:2]1[CH:3]=[C:4]([C:14]2[CH:18]=[C:17]([CH2:19][NH:20][C:21]3[CH:25]=[CH:24][O:23][N:22]=3)[O:16][N:15]=2)[CH:5]=[CH:6][C:7]=1[N:8]1[CH2:13][CH2:12][NH:11][CH2:10][CH2:9]1.C(NC(C)C)(C)C.[O:33]([CH2:40][C:41](Cl)=[O:42])[C:34]1[CH:39]=[CH:38][CH:37]=[CH:36][CH:35]=1.C(=O)(O)[O-].[Na+], predict the reaction product. The product is: [F:1][C:2]1[CH:3]=[C:4]([C:14]2[CH:18]=[C:17]([CH2:19][NH:20][C:21]3[CH:25]=[CH:24][O:23][N:22]=3)[O:16][N:15]=2)[CH:5]=[CH:6][C:7]=1[N:8]1[CH2:13][CH2:12][N:11]([C:41](=[O:42])[CH2:40][O:33][C:34]2[CH:39]=[CH:38][CH:37]=[CH:36][CH:35]=2)[CH2:10][CH2:9]1. (3) Given the reactants [OH:1][C:2]1[CH:7]=[CH:6][C:5]([F:8])=[CH:4][N:3]=1.[N+:9]([O-])([OH:11])=[O:10], predict the reaction product. The product is: [OH:1][C:2]1[C:7]([N+:9]([O-:11])=[O:10])=[CH:6][C:5]([F:8])=[CH:4][N:3]=1. (4) Given the reactants C([N:8](CC1C=CC=CC=1)[C@H:9]([CH3:17])[C@:10]([CH3:16])([OH:15])[C:11]([F:14])([F:13])[F:12])C1C=CC=CC=1.O, predict the reaction product. The product is: [NH2:8][C@H:9]([CH3:17])[C@:10]([CH3:16])([OH:15])[C:11]([F:14])([F:13])[F:12]. (5) Given the reactants [OH2:1].[OH-].[Na+].[CH3:4][N:5]([C:7]([N:9]=[C:10]([NH2:12])[NH2:11])=[NH:8])[CH3:6].Cl.C[C:15]([CH3:17])=[O:16], predict the reaction product. The product is: [CH3:4][N:5]([C:7]([NH:9][C:10]([NH2:12])=[NH:11])=[NH:8])[CH3:6].[C:15]([O-:1])(=[O:16])[CH3:17].